This data is from Catalyst prediction with 721,799 reactions and 888 catalyst types from USPTO. The task is: Predict which catalyst facilitates the given reaction. (1) Reactant: [H-].[Na+].Cl[C:4]1[CH:5]=[N:6][C:7]2[C:12]([C:13]=1[C:14]#[N:15])=[N:11][C:10]([O:16][CH3:17])=[CH:9][CH:8]=2.[CH2:18]([OH:25])[C:19]1[CH:24]=[CH:23][CH:22]=[CH:21][CH:20]=1.C(OCC)(=O)C. Product: [CH2:18]([O:25][C:4]1[CH:5]=[N:6][C:7]2[C:12]([C:13]=1[C:14]#[N:15])=[N:11][C:10]([O:16][CH3:17])=[CH:9][CH:8]=2)[C:19]1[CH:24]=[CH:23][CH:22]=[CH:21][CH:20]=1. The catalyst class is: 7. (2) Reactant: [OH:1]/[N:2]=[C:3](\[NH2:38])/[CH2:4][C:5]1[CH:6]=[CH:7][C:8]2[NH:14][C:13]3[N:15]=[C:16]([C:19]([F:22])([F:21])[F:20])[CH:17]=[CH:18][C:12]=3[CH2:11][N:10]([S:23]([C:26]3[CH:31]=[CH:30][C:29]([O:32][C:33]([F:36])([F:35])[F:34])=[CH:28][CH:27]=3)(=[O:25])=[O:24])[C:9]=2[CH:37]=1.C([O:42][C:43]([CH3:48])([CH3:47])[C:44](Cl)=O)(=O)C. Product: [F:36][C:33]([F:35])([F:34])[O:32][C:29]1[CH:30]=[CH:31][C:26]([S:23]([N:10]2[C:9]3[CH:37]=[C:5]([CH2:4][C:3]4[N:38]=[C:44]([C:43]([OH:42])([CH3:48])[CH3:47])[O:1][N:2]=4)[CH:6]=[CH:7][C:8]=3[NH:14][C:13]3[N:15]=[C:16]([C:19]([F:21])([F:22])[F:20])[CH:17]=[CH:18][C:12]=3[CH2:11]2)(=[O:25])=[O:24])=[CH:27][CH:28]=1. The catalyst class is: 17. (3) Reactant: CCN=C=NCCCN(C)C.C1C=CC2N(O)N=NC=2C=1.[CH2:22]([S:30][C:31]1[C:36]([C:37]([OH:39])=O)=[CH:35][CH:34]=[CH:33][N:32]=1)[CH2:23][C:24]1[CH:29]=[CH:28][CH:27]=[CH:26][CH:25]=1.C(N(CC)CC)C.[NH:47]1[CH2:52][CH2:51][CH2:50][CH:49]([CH2:53][CH2:54][OH:55])[CH2:48]1. Product: [OH:55][CH2:54][CH2:53][CH:49]1[CH2:50][CH2:51][CH2:52][N:47]([C:37]([C:36]2[C:31]([S:30][CH2:22][CH2:23][C:24]3[CH:25]=[CH:26][CH:27]=[CH:28][CH:29]=3)=[N:32][CH:33]=[CH:34][CH:35]=2)=[O:39])[CH2:48]1. The catalyst class is: 34. (4) The catalyst class is: 392. Product: [I:16][C:4]1[CH:5]=[C:6]([O:10][CH2:11][CH2:12][CH2:13][O:14][CH3:15])[C:7]([O:8][CH3:9])=[CH:2][N:3]=1. Reactant: I[C:2]1[C:7]([O:8][CH3:9])=[C:6]([O:10][CH2:11][CH2:12][CH2:13][O:14][CH3:15])[CH:5]=[C:4]([I:16])[N:3]=1.C([Li])CCC.O.[Cl-].[NH4+]. (5) Reactant: [Na].[CH3:2][CH:3]1[O:7][C:6](=[O:8])[NH:5][C:4]1=[O:9].[N+:10]([C:13]1[CH:20]=[CH:19][CH:18]=[CH:17][C:14]=1[CH2:15]Br)([O-:12])=[O:11].[Cl-].[NH4+]. Product: [CH3:2][CH:3]1[O:7][C:6](=[O:8])[N:5]([CH2:15][C:14]2[CH:17]=[CH:18][CH:19]=[CH:20][C:13]=2[N+:10]([O-:12])=[O:11])[C:4]1=[O:9]. The catalyst class is: 9. (6) Reactant: COC1C=CC(C[N:8]2[C:12]3=[N:13][CH:14]=[C:15]([C:17]([O:19]CC)=[O:18])[CH:16]=[C:11]3[CH:10]=[N:9]2)=CC=1. Product: [NH:8]1[C:12]2=[N:13][CH:14]=[C:15]([C:17]([OH:19])=[O:18])[CH:16]=[C:11]2[CH:10]=[N:9]1. The catalyst class is: 67. (7) Reactant: [Br:1][C:2]1[CH:3]=[C:4]([C:15]#[N:16])[N:5]([NH:7]C(=O)OC(C)(C)C)[CH:6]=1.O1CCOCC1.[ClH:23].O1CCOCC1.CCCCCC. Product: [ClH:23].[NH2:7][N:5]1[CH:6]=[C:2]([Br:1])[CH:3]=[C:4]1[C:15]#[N:16]. The catalyst class is: 27.